From a dataset of Catalyst prediction with 721,799 reactions and 888 catalyst types from USPTO. Predict which catalyst facilitates the given reaction. (1) Reactant: [C:1]([C:5]1[CH:10]=[CH:9][C:8]([N:11]2[C:15](=[O:16])[CH2:14][CH2:13][C:12]2=[O:17])=[C:7]([N+:18]([O-])=O)[CH:6]=1)([CH3:4])([CH3:3])[CH3:2]. Product: [C:1]([C:5]1[CH:10]=[CH:9][C:8]([N:11]2[C:15](=[O:16])[CH2:14][CH2:13][C:12]2=[O:17])=[C:7]([CH:6]=1)[NH2:18])([CH3:4])([CH3:2])[CH3:3]. The catalyst class is: 99. (2) Reactant: [C:1]([NH:9][NH2:10])(=O)[C:2]1[CH:7]=[CH:6][CH:5]=[CH:4][CH:3]=1.O.C1(C)C=CC(S(O)(=O)=O)=CC=1.CS[C:25]1[C:26]2[CH:39]=[CH:38][CH:37]=[CH:36][C:27]=2[NH:28][C:29]2[N:35]=[CH:34][CH:33]=[CH:32][C:30]=2[N:31]=1. Product: [C:2]1([C:1]2[N:31]3[C:30]4[CH:32]=[CH:33][CH:34]=[N:35][C:29]=4[NH:28][C:27]4[CH:36]=[CH:37][CH:38]=[CH:39][C:26]=4[C:25]3=[N:10][N:9]=2)[CH:7]=[CH:6][CH:5]=[CH:4][CH:3]=1. The catalyst class is: 138.